Predict the reactants needed to synthesize the given product. From a dataset of Retrosynthesis with 50K atom-mapped reactions and 10 reaction types from USPTO. (1) Given the product O=C(O)c1ccc(Cl)o1, predict the reactants needed to synthesize it. The reactants are: CCOC(=O)c1ccc(Cl)o1. (2) Given the product Cc1ccc(Nc2ccc(F)cc2)c(C(=O)Nc2ccn(C)n2)n1, predict the reactants needed to synthesize it. The reactants are: Cc1ccc(Br)c(C(=O)Nc2ccn(C)n2)n1.Nc1ccc(F)cc1. (3) Given the product COCCCN1C(=O)CCc2cc(OCC[C@@H]3CN(C(=O)OCc4ccccc4)CCN3C(=O)OC(C)(C)C)ccc21, predict the reactants needed to synthesize it. The reactants are: CC(C)(C)OC(=O)N1CCN(C(=O)OCc2ccccc2)C[C@H]1CCOc1ccc2c(c1)CCC(=O)N2.COCCCBr. (4) Given the product Cc1oc(=O)oc1CBr, predict the reactants needed to synthesize it. The reactants are: Cc1oc(=O)oc1C.O=C1CCC(=O)N1Br. (5) Given the product O=S(=O)(c1cc(F)c(Br)cc1F)N1CCOCC1, predict the reactants needed to synthesize it. The reactants are: C1COCCN1.O=S(=O)(Cl)c1cc(F)c(Br)cc1F. (6) Given the product CC(C)(C)OC(=O)N[C@@H](Cc1ccc(OCc2ccccc2)c(OCc2ccccc2)c1)C(=O)O, predict the reactants needed to synthesize it. The reactants are: CC(C)(C)OC(=O)N[C@@H](Cc1ccc(OCc2ccccc2)c(OCc2ccccc2)c1)C(=O)OCc1ccccc1.